From a dataset of NCI-60 drug combinations with 297,098 pairs across 59 cell lines. Regression. Given two drug SMILES strings and cell line genomic features, predict the synergy score measuring deviation from expected non-interaction effect. Drug 1: C1=C(C(=O)NC(=O)N1)N(CCCl)CCCl. Drug 2: CC=C1C(=O)NC(C(=O)OC2CC(=O)NC(C(=O)NC(CSSCCC=C2)C(=O)N1)C(C)C)C(C)C. Cell line: 786-0. Synergy scores: CSS=41.1, Synergy_ZIP=-0.882, Synergy_Bliss=-0.127, Synergy_Loewe=-0.171, Synergy_HSA=2.26.